Dataset: Experimentally validated miRNA-target interactions with 360,000+ pairs, plus equal number of negative samples. Task: Binary Classification. Given a miRNA mature sequence and a target amino acid sequence, predict their likelihood of interaction. (1) The miRNA is mmu-miR-687 with sequence CUAUCCUGGAAUGCAGCAAUGA. The protein sequence of the target gene is MCFSRADAADNYPFGTCQQRKLFPHFHPPNLIGNKFVPLRGSPHRGPGCYFSDGYGLAYDLSKIPTSIKGYTLGARTAVRFKPIQKEMTPHAGRYQKVSPQQEKHKQNFAPFNVLVPRFKNYPKDTYYPSPGAYNPEKKPPPKIAWPMKFGSPDWAQVPCLQKRTLKAELSTDKDFRKHRNRVAYLSLYYN. Result: 0 (no interaction). (2) The miRNA is hsa-miR-4781-3p with sequence AAUGUUGGAAUCCUCGCUAGAG. The protein sequence of the target gene is MSVLLRSGLGPLCAVARAAIPFIWRGKYFSSGNEPAENPVTPMLRHLMYKIKSTGPITVAEYMKEVLTNPAKGYYVYRDMLGEKGDFITSPEISQIFGELLGIWFISEWMATGKSTAFQLVELGPGRGTLVGDILRVFTQLGSVLKNCDISVHLVEVSQKLSEIQALTLTKEKVPLERNAGSPVYMKGVTKSGIPISWYRDLHDVPKGYSFYLAHEFFDVLPVHKFQKTPQGWREVFVDIDPQVSDKLRFVLAPSATPAEAFIQHDETRDHVEVCPDAGVIIEELSQRIALTGGAALVAD.... Result: 1 (interaction). (3) The miRNA is hsa-miR-3689f with sequence UGUGAUAUCGUGCUUCCUGGGA. The protein sequence of the target gene is MKDLGAEHLAGHEGVQLLGLLNVYLEQEERFQPREKGLSLIEATPENDNTLCPGLRNAKVEDLRSLANFFGSCTETFVLAVNILDRFLALMKVKPKHLSCIGVCSFLLAARIVEEDCNIPSTHDVIRISQCKCTASDIKRMEKIISEKLHYELEATTALNFLHLYHTIILCHTSERKEILSLDKLEAQLKACNCRLIFSKAKPSVLALCLLNLEVETLKSVELLEILLLVKKHSKINDTEFFYWRELVSKCLAEYSSPECCKPDLKKLVWIVSRRTAQNLHNSYYSVPELPTIPEGGCFD.... Result: 0 (no interaction). (4) The miRNA is hsa-miR-6840-5p with sequence ACCCCCGGGCAAAGACCUGCAGAU. The protein sequence of the target gene is MCESYSRSLLRVSVAQICQALGWDSVQLSACHLLTDVLQRYLQQLGRGCHRYSELYGRTDPILDDVGEAFQLMGVSLHELEDYIHNIEPVTFPHQIPSFPVSKNNVLQFPQPGSKDAEERKEYIPDYLPPIVSSQEEEEEEQVPTDGGTSAEAMQVPLEEDDELEEEEIINDENFLGKRPLDSPEAEELPAMKRPRLLSTKGDTLDVVLLEAREPLSSINTQKIPPMLSPVHVQDSTDLAPPSPEPPMLAPVAKSQMPTAKPLETKSFTPKTKTKTSSPGQKTKSPKTAQSPAMVGSPIR.... Result: 0 (no interaction). (5) The miRNA is rno-miR-383-5p with sequence CAGAUCAGAAGGUGACUGUGG. The protein sequence of the target gene is MAGPGVPGAPAARWKRHIVRQLRLRDRTQKALFLELVPAYNHLLEKAELLDKFSKKLQPEPNSVTPTTHQGPWEESELDSDQVPSLVALRVKWQEEEEGLRLVCGEMAYQVVEKGAALGTLESELQQRQSRLAALEARVAQLREARAQQAQQVEEWRAQNAVQRAAYEALRAHVGLREAALRRLQEEARDLLERLVQRKARAAAERNLRNERRERAKQARVSQELKKAAKRTVSISEGPDTLGDGMRERRETLALAPEPEPLEKEACEKWKRPFRSASATSLTLSHCVDVVKGLLDFKKR.... Result: 0 (no interaction). (6) The miRNA is hsa-miR-3691-3p with sequence ACCAAGUCUGCGUCAUCCUCUC. The protein sequence of the target gene is MSKSRAEAAAGAPGIILRYLQEQNRPYSAQDVFGNLQKEHGLGKAAVVKALDQLAQEGKIKEKTYGKQKIYFADQNQFDTVSDADLHGLDASIVALTAKVQSLQQSCRHMEAELKELTSALTTPEMQKEIQELKKECAQYTERLKNIKAATNHVTPEEKEKVYRDRQKYCKEWRKRKRMTTELCDAILEGYPKSKKQFFEEVGIETDEDHNVLLPDP. Result: 0 (no interaction).